This data is from Full USPTO retrosynthesis dataset with 1.9M reactions from patents (1976-2016). The task is: Predict the reactants needed to synthesize the given product. (1) Given the product [CH3:20][C:21]1([CH2:26][CH:27]([CH2:7][CH2:5][CH3:6])[C:28]([O:30][CH2:31][CH3:32])=[O:29])[O:22][CH2:23][CH2:24][O:25]1, predict the reactants needed to synthesize it. The reactants are: C(N[CH:5]([CH3:7])[CH3:6])(C)C.[Li].CN(C)P(N(C)C)(N(C)C)=O.[CH3:20][C:21]1([CH2:26][CH2:27][C:28]([O:30][CH2:31][CH3:32])=[O:29])[O:25][CH2:24][CH2:23][O:22]1.C(I)CC. (2) The reactants are: [Br:1][C:2]1[CH:8]=[CH:7][C:5]([NH2:6])=[CH:4][C:3]=1[F:9].[I:10]N1C(=O)CCC1=O. Given the product [Br:1][C:2]1[C:3]([F:9])=[CH:4][C:5]([NH2:6])=[C:7]([I:10])[CH:8]=1, predict the reactants needed to synthesize it.